From a dataset of M1 muscarinic receptor antagonist screen with 61,756 compounds. Binary Classification. Given a drug SMILES string, predict its activity (active/inactive) in a high-throughput screening assay against a specified biological target. (1) The drug is S(=O)(=O)(NCC(=O)N1CCC(CC1)C)c1ccc(cc1)C. The result is 0 (inactive). (2) The drug is s1c2c(CCC2)c2c1nc(SCC(=O)NCc1occc1)n(c2=O)CC=C. The result is 0 (inactive). (3) The molecule is O=C1N(C(Nc2c1cccc2)c1ccncc1)c1c(OC)cccc1. The result is 0 (inactive). (4) The compound is S(c1oc2c(n1)cccc2)CC(OC)=O. The result is 0 (inactive).